From a dataset of Experimentally validated miRNA-target interactions with 360,000+ pairs, plus equal number of negative samples. Binary Classification. Given a miRNA mature sequence and a target amino acid sequence, predict their likelihood of interaction. (1) The protein sequence of the target gene is MFLSKPSVYICLFTCVLQLSHSWSVNNFLMTGPKAYLIYSSSVAAGAQSGIEECKYQFAWDRWNCPERALQLSSHGGLRSANRETAFVHAISSAGVMYTLTRNCSLGDFDNCGCDDSRNGQLGGQGWLWGGCSDNVGFGEAISKQFVDALETGQDARAAMNLHNNEAGRKAVKGTMKRTCKCHGVSGSCTTQTCWLQLPEFREVGAHLKEKYHAALKVDLLQGAGNSAAGRGAIADTFRSISTRELVHLEDSPDYCLENKTLGLLGTEGRECLRRGRALGRWERRSCRRLCGDCGLAVEE.... Result: 1 (interaction). The miRNA is hsa-miR-6770-5p with sequence UGAGAAGGCACAGCUUGCACGUGA. (2) The miRNA is hsa-miR-181c-5p with sequence AACAUUCAACCUGUCGGUGAGU. The protein sequence of the target gene is MKRRAGLGGSMRSVVGFLSQRGLHGDPLLTQDFQRRRLRGCRNLYKKDLLGHFGCVNAIEFSNNGGQWLVSGGDDRRVLLWHMEQAIHSRVKPIQLKGEHHSNIFCLAFNSGNTKVFSGGNDEQVILHDVESSETLDVFAHEDAVYGLSVSPVNDNIFASSSDDGRVLIWDIRESPHGEPFCLANYPSAFHSVMFNPVEPRLLATANSKEGVGLWDIRKPQSSLLRYGGNLSLQSAMSVRFNSNGTQLLALRRRLPPVLYDIHSRLPVFQFDNQGYFNSCTMKSCCFAGDRDQYILSGSD.... Result: 0 (no interaction). (3) The miRNA is mmu-miR-297b-5p with sequence AUGUAUGUGUGCAUGAACAUGU. The protein sequence of the target gene is MAFTFAAFCYMLSLVLCAALIFFAIWHIIAFDELRTDFKSPIDQCNPVHARERLRNIERICFLLRKLVLPEYSIHSLFCIMFLCAQEWLTLGLNVPLLFYHFWRYFHCPADSSELAYDPPVVMNADTLSYCQKEAWCKLAFYLLSFFYYLYCMIYTLVSS. Result: 1 (interaction). (4) The miRNA is hsa-miR-4308 with sequence UCCCUGGAGUUUCUUCUU. The protein sequence of the target gene is MSSARFDSSDRSAWYMGPVTRQEAQTRLQGQRHGMFLVRDSSTCPGDYVLSVSENSRVSHYIINSLPNRRFKIGDQEFDHLPALLEFYKIHYLDTTTLIEPAPRYPSPPVGSVSAPNLPTAEENLEYVRTLYDFPGNDAEDLPFKKGELLVIIEKPEEQWWSARNKDGRVGMIPVPYVEKLVRSSPHGKHGNRNSNSYGIPEPAHAYAQPQTTTPLPTVASTPGAAINPLPSTQNGPVFAKAIQKRVPCAYDKTALALEVGDIVKVTRMNINGQWEGEVNGRKGLFPFTHVKIFDPQNPD.... Result: 0 (no interaction). (5) The miRNA is rno-miR-21-3p with sequence CAACAGCAGUCGAUGGGCUGUC. The protein sequence of the target gene is MASPVLPSGSQCAAAAAVAAAAAPPGLRLRLLLLLLSAAALIPTGDGQNLFTKDVTVIEGEVATISCQVNKSDDSVIQLLNPNRQTIYFRDFRPLKDSRFQLLNFSSSELKVSLTNVSISDEGRYFCQLYTDPPQESYTTITVLVPPRNLMIDIQKDTAVEGEEIEVNCTAMASKPATTIRWFKGNKELKGKSEVEEWSDMYTVTSQLMLKVHKEDDGVPVICQVEHPAVTGNLQTQRYLEVQYKPQVQIQMTYPLQGLTREGDAFELTCEATGKPQPVMVTWVRVDDEMPQHAVLSGPN.... Result: 1 (interaction). (6) The miRNA is mmu-miR-193a-3p with sequence AACUGGCCUACAAAGUCCCAGU. The protein sequence of the target gene is MWDQRLVRLALLQQLRAVYGIKVKGGRGQCDRRRHETAATEIKGKVFGVPFNSLPHSVVPEFGHIPSFLVDACASLKEHIHTEGLFRKSGSVVRLKALKSKLDQGEACLSSALPCDVAGLLKQFFRELPEPVLPADLHEALFKAQQLGAEERNKATLLLSCLMANPTVDILRYFFNFLKSVSLRASENKMDSSNLAVIFAPNLLQTSEGHEKMSANTEKKLRLQAAVVQTFIDCASDIGRVPDFILEKIPAMLGIDGLCTTPSLEGFEGDFETPGECKRKRRQSVGDFVNGALNKLKSSR.... Result: 0 (no interaction). (7) The miRNA is mmu-miR-466n-3p with sequence UAUACAUGAGAGCAUACAUAGA. The protein sequence of the target gene is MSKRNQVSYVRPAEPAFLSRFKERVGYKEGPTVETKKIQPQLPDEDGNHSDKEDEQPQVVVLKKGDLTAEEVMKIKAEIKAAKTDEEPPPADGRIVYRKPVKRSSDEKCSGLTASSKKKKTNEDDVNKQSSVRKNSQKQIKNSSLLSFDSEDENE. Result: 1 (interaction). (8) The miRNA is hsa-miR-4655-3p with sequence ACCCUCGUCAGGUCCCCGGGG. The protein sequence of the target gene is MSIQAPPRLLELAGQSLLRDQALSISAMEELPRVLYLPLFMEAFRRRHFQTLTVMVQAWPFTCLPLGSLMKTLHLETLKALLEGLHMLLTQKDRPRRRKLQVLDLRDVDENFWARWPGAWALSCFPETMSKRQTAEDRPRMGEHQPLKVFIDICLKEIPQDECLRYLFQWVYQRRGLVHLCCSKLVNYLTPIKHLRKSLKIIYLNSIQELEIHNMSWPRLIRKLRCYLKEMKTLGKLVFSRCHHSTSDNELEGRLVTKFSSVFLGLEHLQLLKIKLITFFSGHLEQLIRCLQNPLENLEL.... Result: 0 (no interaction).